From a dataset of Reaction yield outcomes from USPTO patents with 853,638 reactions. Predict the reaction yield, written as a fraction of the theoretical maximum amount of product (1.0 means a 100% yield; for example, 0.34 means a 34% yield). (1) The reactants are N1[CH:6]=[CH:5][N:4]=[C:3]([C:7]([O:9][CH2:10][CH3:11])=[O:8])N=1.[C:12]1(=O)[CH2:16][CH2:15][CH2:14][CH2:13]1.N1CCCC1. The catalyst is C1(C)C=CC=CC=1. The product is [C:3]1([C:7]([O:9][CH2:10][CH3:11])=[O:8])[C:13]2[CH2:14][CH2:15][CH2:16][C:12]=2[CH:6]=[CH:5][N:4]=1. The yield is 0.250. (2) The reactants are [OH:1][C:2]1[CH:9]=[CH:8][C:7]([C:10]2[C:19]([CH3:20])=[CH:18][C:17]3[C:16]([CH3:22])([CH3:21])[CH2:15][CH2:14][C:13]([CH3:24])([CH3:23])[C:12]=3[CH:11]=2)=[CH:6][C:3]=1[CH:4]=[O:5].I[CH2:26][CH2:27][CH3:28]. No catalyst specified. The product is [CH2:26]([O:1][C:2]1[CH:9]=[CH:8][C:7]([C:10]2[C:19]([CH3:20])=[CH:18][C:17]3[C:16]([CH3:22])([CH3:21])[CH2:15][CH2:14][C:13]([CH3:24])([CH3:23])[C:12]=3[CH:11]=2)=[CH:6][C:3]=1[CH:4]=[O:5])[CH2:27][CH3:28]. The yield is 0.880. (3) The reactants are B.O1CCCC1.[CH3:7][O:8][C:9]1[CH:10]=[C:11]([CH:15]2[CH2:20][N:19]([CH2:21][CH2:22][CH3:23])[C:18](=O)[CH2:17][O:16]2)[CH:12]=[CH:13][CH:14]=1. The catalyst is C1COCC1. The product is [CH3:7][O:8][C:9]1[CH:10]=[C:11]([CH:15]2[O:16][CH2:17][CH2:18][N:19]([CH2:21][CH2:22][CH3:23])[CH2:20]2)[CH:12]=[CH:13][CH:14]=1. The yield is 0.840. (4) The reactants are [C:1]([CH2:3][C:4]1[CH:22]=[CH:21][CH:20]=[CH:19][C:5]=1[CH2:6][C:7]1[CH:12]=[CH:11][CH:10]=[CH:9][C:8]=1[CH:13]=[CH:14][C:15]([O:17][CH3:18])=[O:16])#[N:2].[C:23](OC(=O)C)(=[O:25])[CH3:24]. The catalyst is [Ni]. The product is [C:23]([NH:2][CH2:1][CH2:3][C:4]1[CH:22]=[CH:21][CH:20]=[CH:19][C:5]=1[CH2:6][C:7]1[CH:12]=[CH:11][CH:10]=[CH:9][C:8]=1[CH2:13][CH2:14][C:15]([O:17][CH3:18])=[O:16])(=[O:25])[CH3:24]. The yield is 0.910. (5) The reactants are Br[CH2:2][CH2:3][CH2:4][CH2:5][CH2:6][C:7]1[O:8][C:9]([C:12]2[CH:17]=[CH:16][C:15]([Br:18])=[CH:14][CH:13]=2)=[CH:10][N:11]=1.[C:19]([NH2:30])(=[O:29])[C:20]1[C:21](=[CH:25][CH:26]=[CH:27][CH:28]=1)[C:22](N)=[O:23].[K].O. The catalyst is CN(C=O)C. The product is [Br:18][C:15]1[CH:16]=[CH:17][C:12]([C:9]2[O:8][C:7]([CH2:6][CH2:5][CH2:4][CH2:3][CH2:2][N:30]3[C:19](=[O:29])[C:20]4[C:21](=[CH:25][CH:26]=[CH:27][CH:28]=4)[C:22]3=[O:23])=[N:11][CH:10]=2)=[CH:13][CH:14]=1. The yield is 0.330. (6) The reactants are FC(F)(F)C(O)=O.[F:8][C:9]1[C:21]([CH:22]=[CH2:23])=[C:20]([F:24])[CH:19]=[CH:18][C:10]=1[C:11]([O:13]C(C)(C)C)=[O:12]. The catalyst is ClCCl. The product is [F:8][C:9]1[C:21]([CH:22]=[CH2:23])=[C:20]([F:24])[CH:19]=[CH:18][C:10]=1[C:11]([OH:13])=[O:12]. The yield is 0.950. (7) The reactants are C([O-])(O)=[O:2].[Na+].[OH:6][CH2:7][C@@H:8]1[O:13][CH2:12][CH2:11][N:10]([C:14]([O:16][C:17]([CH3:20])([CH3:19])[CH3:18])=[O:15])[CH2:9]1.[Na+].[Br-].ClN1C(=O)N(Cl)C(=O)N(Cl)C1=O. The catalyst is CC(C)=O.CC1(C)N([O])C(C)(C)CCC1.CC(O)C. The product is [C:17]([O:16][C:14]([N:10]1[CH2:11][CH2:12][O:13][C@@H:8]([C:7]([OH:2])=[O:6])[CH2:9]1)=[O:15])([CH3:20])([CH3:19])[CH3:18]. The yield is 0.920.